Dataset: NCI-60 drug combinations with 297,098 pairs across 59 cell lines. Task: Regression. Given two drug SMILES strings and cell line genomic features, predict the synergy score measuring deviation from expected non-interaction effect. (1) Drug 1: CC1=C2C(C(=O)C3(C(CC4C(C3C(C(C2(C)C)(CC1OC(=O)C(C(C5=CC=CC=C5)NC(=O)OC(C)(C)C)O)O)OC(=O)C6=CC=CC=C6)(CO4)OC(=O)C)OC)C)OC. Drug 2: C(CCl)NC(=O)N(CCCl)N=O. Cell line: NCI-H460. Synergy scores: CSS=73.1, Synergy_ZIP=22.9, Synergy_Bliss=21.3, Synergy_Loewe=10.0, Synergy_HSA=22.7. (2) Drug 1: C1C(C(OC1N2C=C(C(=O)NC2=O)F)CO)O. Drug 2: CCC(=C(C1=CC=CC=C1)C2=CC=C(C=C2)OCCN(C)C)C3=CC=CC=C3.C(C(=O)O)C(CC(=O)O)(C(=O)O)O. Cell line: DU-145. Synergy scores: CSS=9.58, Synergy_ZIP=-2.38, Synergy_Bliss=1.52, Synergy_Loewe=-6.87, Synergy_HSA=0.756.